Dataset: Reaction yield outcomes from USPTO patents with 853,638 reactions. Task: Predict the reaction yield, written as a fraction of the theoretical maximum amount of product (1.0 means a 100% yield; for example, 0.34 means a 34% yield). The reactants are [C:1]([O:5][C:6](=[O:51])[CH2:7][CH:8]1[CH2:13][CH:12]([CH:14]=[CH:15][C:16]2[N:17]([CH:46]([CH3:48])[CH3:47])[C:18]([C:34](=[O:45])[NH:35][CH2:36][C:37]3[CH:42]=[CH:41][C:40]([CH2:43][OH:44])=[CH:39][CH:38]=3)=[C:19]([C:28]3[CH:33]=[CH:32][CH:31]=[CH:30][CH:29]=3)[C:20]=2[C:21]2[CH:26]=[CH:25][C:24]([F:27])=[CH:23][CH:22]=2)[O:11][C:10]([CH3:50])([CH3:49])[O:9]1)([CH3:4])([CH3:3])[CH3:2].C(N)CCC. The catalyst is C(O)C.[Pd]. The product is [C:1]([O:5][C:6](=[O:51])[CH2:7][CH:8]1[CH2:13][CH:12]([CH2:14][CH2:15][C:16]2[N:17]([CH:46]([CH3:47])[CH3:48])[C:18]([C:34](=[O:45])[NH:35][CH2:36][C:37]3[CH:42]=[CH:41][C:40]([CH2:43][OH:44])=[CH:39][CH:38]=3)=[C:19]([C:28]3[CH:33]=[CH:32][CH:31]=[CH:30][CH:29]=3)[C:20]=2[C:21]2[CH:26]=[CH:25][C:24]([F:27])=[CH:23][CH:22]=2)[O:11][C:10]([CH3:49])([CH3:50])[O:9]1)([CH3:4])([CH3:2])[CH3:3]. The yield is 0.820.